From a dataset of Forward reaction prediction with 1.9M reactions from USPTO patents (1976-2016). Predict the product of the given reaction. (1) Given the reactants [CH:1]([OH:4])([CH3:3])C.[H-].[Na+].[N:7]1([C:13]([N:15]2[CH2:20][CH:19]([C:21]3[CH:26]=[CH:25][C:24]([C:27]([F:30])([F:29])[F:28])=[CH:23][CH:22]=3)[CH2:18][CH:17]([CH2:31]S([O-])(=O)=O)[CH2:16]2)=[O:14])[CH2:12][CH2:11][O:10][CH2:9][CH2:8]1.O.CN([CH:40]=[O:41])C, predict the reaction product. The product is: [CH3:40][O:41][CH2:3][CH2:1][O:4][CH2:31][CH:17]1[CH2:18][CH:19]([C:21]2[CH:26]=[CH:25][C:24]([C:27]([F:30])([F:29])[F:28])=[CH:23][CH:22]=2)[CH2:20][N:15]([C:13]([N:7]2[CH2:12][CH2:11][O:10][CH2:9][CH2:8]2)=[O:14])[CH2:16]1. (2) The product is: [C:11]1([C:14]2[CH:19]=[CH:18][CH:17]=[CH:16][CH:15]=2)[CH:10]=[CH:9][C:8]([NH:7][C:5](=[O:6])[C:4]2[CH:20]=[CH:21][C:22]([O:23][CH:24]3[CH2:25][CH2:26]3)=[C:2]([NH:1][C:34](=[O:35])[CH2:33][N:27]3[CH2:32][CH2:31][O:30][CH2:29][CH2:28]3)[CH:3]=2)=[CH:13][CH:12]=1. Given the reactants [NH2:1][C:2]1[CH:3]=[C:4]([CH:20]=[CH:21][C:22]=1[O:23][CH:24]1[CH2:26][CH2:25]1)[C:5]([NH:7][C:8]1[CH:13]=[CH:12][C:11]([C:14]2[CH:19]=[CH:18][CH:17]=[CH:16][CH:15]=2)=[CH:10][CH:9]=1)=[O:6].[N:27]1([CH2:33][C:34](O)=[O:35])[CH2:32][CH2:31][O:30][CH2:29][CH2:28]1.C1CN([P+](ON2N=NC3C=CC=CC2=3)(N2CCCC2)N2CCCC2)CC1.F[P-](F)(F)(F)(F)F.C(N(C(C)C)C(C)C)C, predict the reaction product. (3) The product is: [C:1]([O:5][C:6]([N:8]1[CH2:13][CH:12]=[C:11]([C:14]2[NH:23][C:17]3[N:18]=[CH:19][N:20]=[C:21]([NH:24][C:25]4[CH:26]=[C:27]5[C:31](=[CH:32][CH:33]=4)[NH:30][N:29]=[C:28]5[Cl:34])[C:16]=3[CH:15]=2)[CH2:10][CH2:9]1)=[O:7])([CH3:4])([CH3:2])[CH3:3]. Given the reactants [C:1]([O:5][C:6]([N:8]1[CH2:13][CH:12]=[C:11]([C:14]2[NH:23][C:17]3[N:18]=[CH:19][N:20]=[C:21](Cl)[C:16]=3[CH:15]=2)[CH2:10][CH2:9]1)=[O:7])([CH3:4])([CH3:3])[CH3:2].[NH2:24][C:25]1[CH:26]=[C:27]2[C:31](=[CH:32][CH:33]=1)[NH:30][N:29]=[C:28]2[Cl:34].C(O)(C)C.ClC1C2C(=CC=C(NC3C4C=C(C5CCNCC=5)NC=4N=CN=3)C=2)NN=1.C(N(CC)C(C)C)(C)C.C(OC(OC(OC(C)(C)C)=O)=O)(C)(C)C, predict the reaction product. (4) Given the reactants [N+:1]([C:4]1[C:9]2[B:10]([OH:13])[O:11][CH2:12][C:8]=2[CH:7]=[CH:6][CH:5]=1)([O-])=O, predict the reaction product. The product is: [NH2:1][C:4]1[C:9]2[B:10]([OH:13])[O:11][CH2:12][C:8]=2[CH:7]=[CH:6][CH:5]=1. (5) Given the reactants [CH3:1][O:2][C:3]1[CH:4]=[C:5]([CH:8]=[CH:9][C:10]=1[C:11]1[CH:16]=[CH:15][CH:14]=[CH:13][N:12]=1)[C:6]#N.[H-].[OH2:18], predict the reaction product. The product is: [CH3:1][O:2][C:3]1[CH:4]=[C:5]([CH:8]=[CH:9][C:10]=1[C:11]1[CH:16]=[CH:15][CH:14]=[CH:13][N:12]=1)[CH:6]=[O:18]. (6) Given the reactants [NH2:1][C:2]1[C:3]([C:7]2[NH:23][C:10]3=[CH:11][C:12]4[C:13]([CH3:22])([CH3:21])[C:14](=[O:20])[N:15]([CH2:18][CH3:19])[C:16]=4[CH:17]=[C:9]3[N:8]=2)=[N:4][NH:5][CH:6]=1.[CH:24]1([CH2:29][CH2:30][C:31](Cl)=[O:32])[CH2:28][CH2:27][CH2:26][CH2:25]1, predict the reaction product. The product is: [CH:24]1([CH2:29][CH2:30][C:31]([NH:1][C:2]2[C:3]([C:7]3[NH:23][C:10]4=[CH:11][C:12]5[C:13]([CH3:22])([CH3:21])[C:14](=[O:20])[N:15]([CH2:18][CH3:19])[C:16]=5[CH:17]=[C:9]4[N:8]=3)=[N:4][NH:5][CH:6]=2)=[O:32])[CH2:28][CH2:27][CH2:26][CH2:25]1.